From a dataset of Catalyst prediction with 721,799 reactions and 888 catalyst types from USPTO. Predict which catalyst facilitates the given reaction. Reactant: I[C:2]1[C:10]2[C:5](=[N:6][CH:7]=[CH:8][CH:9]=2)[N:4]([Si:11]([CH:18]([CH3:20])[CH3:19])([CH:15]([CH3:17])[CH3:16])[CH:12]([CH3:14])[CH3:13])[CH:3]=1.C([Mg]Cl)(C)C.[Cl:26][C:27]1[CH:44]=[CH:43][C:30]([CH2:31][O:32][C:33]2[C:34]([O:41][CH3:42])=[CH:35][C:36]([CH:39]=[O:40])=[N:37][CH:38]=2)=[CH:29][CH:28]=1. Product: [Cl:26][C:27]1[CH:44]=[CH:43][C:30]([CH2:31][O:32][C:33]2[C:34]([O:41][CH3:42])=[CH:35][C:36]([CH:39]([C:2]3[C:10]4[C:5](=[N:6][CH:7]=[CH:8][CH:9]=4)[N:4]([Si:11]([CH:18]([CH3:20])[CH3:19])([CH:15]([CH3:17])[CH3:16])[CH:12]([CH3:14])[CH3:13])[CH:3]=3)[OH:40])=[N:37][CH:38]=2)=[CH:29][CH:28]=1. The catalyst class is: 7.